Dataset: Reaction yield outcomes from USPTO patents with 853,638 reactions. Task: Predict the reaction yield, written as a fraction of the theoretical maximum amount of product (1.0 means a 100% yield; for example, 0.34 means a 34% yield). (1) The reactants are [CH2:1]([O:8][NH:9][C:10](=O)[CH:11]([CH2:17][OH:18])[CH2:12][CH2:13][CH2:14][CH2:15][CH3:16])[C:2]1[CH:7]=[CH:6][CH:5]=[CH:4][CH:3]=1.C1(P(C2C=CC=CC=2)C2C=CC=CC=2)C=CC=CC=1.N(C(OCC)=O)=NC(OCC)=O. The catalyst is C1COCC1. The product is [CH2:1]([O:8][N:9]1[CH2:10][CH:11]([CH2:12][CH2:13][CH2:14][CH2:15][CH3:16])[C:17]1=[O:18])[C:2]1[CH:7]=[CH:6][CH:5]=[CH:4][CH:3]=1. The yield is 0.940. (2) The reactants are C([O:3][CH:4](OCC)[CH2:5][CH:6]([C:15]1[CH:20]=[CH:19][CH:18]=[CH:17][CH:16]=1)[C:7]([CH:9]1[CH2:14][CH2:13][CH2:12][CH2:11][CH2:10]1)=[O:8])C. The catalyst is CC(C)=O.Cl. The product is [CH:9]1([C:7](=[O:8])[CH:6]([C:15]2[CH:16]=[CH:17][CH:18]=[CH:19][CH:20]=2)[CH2:5][CH:4]=[O:3])[CH2:14][CH2:13][CH2:12][CH2:11][CH2:10]1. The yield is 1.00. (3) The reactants are [Cl:1][C:2]1[C:7]([C:8]#[N:9])=[C:6]([N:10]2[CH2:14][CH2:13][CH2:12][CH2:11]2)[C:5]([O:15][CH2:16][CH3:17])=[C:4]([CH:18](O)[CH3:19])[CH:3]=1.CN(C)C=O.S(Cl)([Cl:28])=O. The catalyst is C(Cl)Cl.C(OCC)(=O)C. The product is [Cl:1][C:2]1[C:7]([C:8]#[N:9])=[C:6]([N:10]2[CH2:14][CH2:13][CH2:12][CH2:11]2)[C:5]([O:15][CH2:16][CH3:17])=[C:4]([CH:18]([Cl:28])[CH3:19])[CH:3]=1. The yield is 1.00. (4) The reactants are [C:1](Cl)(=[O:5])[C:2]([CH3:4])=[CH2:3].Cl.[NH2:8][C@H:9]([C:15]([OH:17])=[O:16])[CH2:10][CH2:11][CH2:12][CH2:13][NH2:14].[OH-].[Na+].C([O-])([O-])=O.[Na+].[Na+]. The catalyst is O. The product is [C:1]([NH:14][CH2:13][CH2:12][CH2:11][CH2:10][C@@H:9]([C:15]([OH:17])=[O:16])[NH2:8])(=[O:5])[C:2]([CH3:4])=[CH2:3]. The yield is 0.600. (5) The reactants are [CH2:1]([O:5][C:6]1[CH:10]=[C:9](/[CH:11]=[CH:12]/[C:13]([O:15][CH2:16][CH3:17])=[O:14])[N:8]([CH2:18][C:19]2[CH:24]=[CH:23][C:22]([C:25]([F:28])([F:27])[F:26])=[CH:21][C:20]=2[Cl:29])[N:7]=1)[CH2:2][CH2:3][CH3:4]. The catalyst is [C].[Pd].O1CCCC1. The product is [CH2:1]([O:5][C:6]1[CH:10]=[C:9]([CH2:11][CH2:12][C:13]([O:15][CH2:16][CH3:17])=[O:14])[N:8]([CH2:18][C:19]2[CH:24]=[CH:23][C:22]([C:25]([F:28])([F:27])[F:26])=[CH:21][C:20]=2[Cl:29])[N:7]=1)[CH2:2][CH2:3][CH3:4]. The yield is 0.980. (6) The reactants are [F:1][C:2]1[CH:3]=[C:4]([C:8]2[C:17]3[C:12](=[CH:13][CH:14]=[CH:15][CH:16]=3)[C:11]([CH3:18])=[N:10][C:9]=2[C:19]([OH:21])=O)[CH:5]=[CH:6][CH:7]=1.F[P-](F)(F)(F)(F)F.[N:29]1([O:38][C:39](N(C)C)=[N+](C)C)[C:33]2C=CC=CC=2N=N1.C(N(CC)CC)C.Cl.CNOC. The catalyst is CN(C)C=O. The product is [F:1][C:2]1[CH:3]=[C:4]([C:8]2[C:17]3[C:12](=[CH:13][CH:14]=[CH:15][CH:16]=3)[C:11]([CH3:18])=[N:10][C:9]=2[C:19]([N:29]([O:38][CH3:39])[CH3:33])=[O:21])[CH:5]=[CH:6][CH:7]=1. The yield is 0.600.